From a dataset of NCI-60 drug combinations with 297,098 pairs across 59 cell lines. Regression. Given two drug SMILES strings and cell line genomic features, predict the synergy score measuring deviation from expected non-interaction effect. (1) Drug 1: CNC(=O)C1=CC=CC=C1SC2=CC3=C(C=C2)C(=NN3)C=CC4=CC=CC=N4. Drug 2: CS(=O)(=O)CCNCC1=CC=C(O1)C2=CC3=C(C=C2)N=CN=C3NC4=CC(=C(C=C4)OCC5=CC(=CC=C5)F)Cl. Cell line: RXF 393. Synergy scores: CSS=-7.73, Synergy_ZIP=0.428, Synergy_Bliss=-3.46, Synergy_Loewe=-7.42, Synergy_HSA=-7.33. (2) Drug 1: C1=CN(C(=O)N=C1N)C2C(C(C(O2)CO)O)O.Cl. Drug 2: COC1=C2C(=CC3=C1OC=C3)C=CC(=O)O2. Cell line: A549. Synergy scores: CSS=34.2, Synergy_ZIP=1.11, Synergy_Bliss=2.39, Synergy_Loewe=-25.0, Synergy_HSA=2.83. (3) Drug 1: CCN(CC)CCNC(=O)C1=C(NC(=C1C)C=C2C3=C(C=CC(=C3)F)NC2=O)C. Drug 2: COCCOC1=C(C=C2C(=C1)C(=NC=N2)NC3=CC=CC(=C3)C#C)OCCOC.Cl. Cell line: MCF7. Synergy scores: CSS=-2.59, Synergy_ZIP=1.76, Synergy_Bliss=1.38, Synergy_Loewe=-0.585, Synergy_HSA=-1.58. (4) Drug 1: CS(=O)(=O)C1=CC(=C(C=C1)C(=O)NC2=CC(=C(C=C2)Cl)C3=CC=CC=N3)Cl. Drug 2: C1=CC(=C2C(=C1NCCNCCO)C(=O)C3=C(C=CC(=C3C2=O)O)O)NCCNCCO. Synergy scores: CSS=53.8, Synergy_ZIP=11.3, Synergy_Bliss=11.1, Synergy_Loewe=-6.65, Synergy_HSA=12.5. Cell line: SF-539. (5) Drug 1: CC(C1=C(C=CC(=C1Cl)F)Cl)OC2=C(N=CC(=C2)C3=CN(N=C3)C4CCNCC4)N. Drug 2: CCN(CC)CCCC(C)NC1=C2C=C(C=CC2=NC3=C1C=CC(=C3)Cl)OC. Cell line: SNB-19. Synergy scores: CSS=34.1, Synergy_ZIP=11.2, Synergy_Bliss=14.0, Synergy_Loewe=13.7, Synergy_HSA=13.7. (6) Drug 1: CCC1(C2=C(COC1=O)C(=O)N3CC4=CC5=C(C=CC(=C5CN(C)C)O)N=C4C3=C2)O.Cl. Drug 2: C(CCl)NC(=O)N(CCCl)N=O. Cell line: SK-MEL-2. Synergy scores: CSS=7.72, Synergy_ZIP=-5.98, Synergy_Bliss=-8.24, Synergy_Loewe=-22.3, Synergy_HSA=-9.60. (7) Drug 1: CC1C(C(CC(O1)OC2CC(OC(C2O)C)OC3=CC4=CC5=C(C(=O)C(C(C5)C(C(=O)C(C(C)O)O)OC)OC6CC(C(C(O6)C)O)OC7CC(C(C(O7)C)O)OC8CC(C(C(O8)C)O)(C)O)C(=C4C(=C3C)O)O)O)O. Drug 2: C#CCC(CC1=CN=C2C(=N1)C(=NC(=N2)N)N)C3=CC=C(C=C3)C(=O)NC(CCC(=O)O)C(=O)O. Cell line: HCT-15. Synergy scores: CSS=33.7, Synergy_ZIP=1.22, Synergy_Bliss=3.55, Synergy_Loewe=0.869, Synergy_HSA=0.862. (8) Drug 1: C1=CC(=C2C(=C1NCCNCCO)C(=O)C3=C(C=CC(=C3C2=O)O)O)NCCNCCO. Drug 2: C1CNP(=O)(OC1)N(CCCl)CCCl. Cell line: EKVX. Synergy scores: CSS=24.8, Synergy_ZIP=2.97, Synergy_Bliss=3.84, Synergy_Loewe=-30.7, Synergy_HSA=1.68. (9) Drug 1: C(CC(=O)O)C(=O)CN.Cl. Drug 2: C(CCl)NC(=O)N(CCCl)N=O. Cell line: MOLT-4. Synergy scores: CSS=57.6, Synergy_ZIP=1.11, Synergy_Bliss=2.11, Synergy_Loewe=1.94, Synergy_HSA=4.29. (10) Drug 1: CCC(=C(C1=CC=CC=C1)C2=CC=C(C=C2)OCCN(C)C)C3=CC=CC=C3.C(C(=O)O)C(CC(=O)O)(C(=O)O)O. Drug 2: CC1=C(C=C(C=C1)C(=O)NC2=CC(=CC(=C2)C(F)(F)F)N3C=C(N=C3)C)NC4=NC=CC(=N4)C5=CN=CC=C5. Cell line: CAKI-1. Synergy scores: CSS=-16.1, Synergy_ZIP=8.74, Synergy_Bliss=3.82, Synergy_Loewe=-2.50, Synergy_HSA=-8.54.